Dataset: Reaction yield outcomes from USPTO patents with 853,638 reactions. Task: Predict the reaction yield, written as a fraction of the theoretical maximum amount of product (1.0 means a 100% yield; for example, 0.34 means a 34% yield). (1) The reactants are [Cl-].[CH3:2][O:3][C:4]1[CH:29]=[CH:28][C:7]([CH2:8][P+](C2C=CC=CC=2)(C2C=CC=CC=2)C2C=CC=CC=2)=[CH:6][CH:5]=1.[CH3:30]C(C)([O-])C.[K+].[O:36]=[C:37]1[NH:41][C:40](=[O:42])[CH:39]([CH2:43][C:44]2[CH:58]=[CH:57][C:47]([O:48][C:49]3[CH:56]=[CH:55][C:52](C=O)=[CH:51][CH:50]=3)=[CH:46][CH:45]=2)[S:38]1.C(O)(=O)C. The catalyst is C1COCC1. The product is [CH3:2][O:3][C:4]1[CH:5]=[CH:6][C:7]([CH:8]=[CH:30][C:52]2[CH:55]=[CH:56][C:49]([O:48][C:47]3[CH:57]=[CH:58][C:44]([CH2:43][CH:39]4[S:38][C:37](=[O:36])[NH:41][C:40]4=[O:42])=[CH:45][CH:46]=3)=[CH:50][CH:51]=2)=[CH:28][CH:29]=1. The yield is 0.330. (2) The reactants are [Cl:1][C:2]1[CH:7]=[CH:6][CH:5]=[CH:4][C:3]=1[N:8]1[C:12]2[CH:13]=[CH:14][CH:15]=[CH:16][C:11]=2[N:10]([CH2:17][CH2:18][N:19]2[CH2:24][CH2:23][N:22](C(OC(C)(C)C)=O)[CH2:21][CH2:20]2)[S:9]1(=[O:33])=[O:32].Cl. The catalyst is ClCCl.O1CCOCC1. The product is [Cl:1][C:2]1[CH:7]=[CH:6][CH:5]=[CH:4][C:3]=1[N:8]1[C:12]2[CH:13]=[CH:14][CH:15]=[CH:16][C:11]=2[N:10]([CH2:17][CH2:18][N:19]2[CH2:24][CH2:23][NH:22][CH2:21][CH2:20]2)[S:9]1(=[O:32])=[O:33]. The yield is 0.810. (3) The catalyst is C1COCC1. The reactants are [F:1][CH:2]([F:37])[C:3]1[N:7]([C:8]2[N:13]=[C:12]([N:14]3[CH2:19][CH2:18][O:17][CH2:16][CH2:15]3)[N:11]=[C:10]([CH:20]3[CH2:25][CH2:24][N:23]([S:26]([CH:29]=[CH2:30])(=[O:28])=[O:27])[CH2:22][CH2:21]3)[N:9]=2)[C:6]2[CH:31]=[CH:32][CH:33]=[C:34]([O:35][CH3:36])[C:5]=2[N:4]=1.[CH3:38][NH:39][CH3:40]. The product is [F:37][CH:2]([F:1])[C:3]1[N:7]([C:8]2[N:13]=[C:12]([N:14]3[CH2:19][CH2:18][O:17][CH2:16][CH2:15]3)[N:11]=[C:10]([CH:20]3[CH2:25][CH2:24][N:23]([S:26]([CH2:29][CH2:30][N:39]([CH3:40])[CH3:38])(=[O:28])=[O:27])[CH2:22][CH2:21]3)[N:9]=2)[C:6]2[CH:31]=[CH:32][CH:33]=[C:34]([O:35][CH3:36])[C:5]=2[N:4]=1. The yield is 0.990. (4) The reactants are [Cl:1][C:2]1[C:10]([C:11]([OH:13])=[O:12])=[CH:9][CH:8]=[C:7]2[C:3]=1[C:4](=O)[C:5](=[O:14])[NH:6]2.[Cl:16][C:17]1[CH:18]=[C:19]([CH2:24][C:25]([NH:27][NH2:28])=[O:26])[CH:20]=[CH:21][C:22]=1[OH:23]. No catalyst specified. The product is [Cl:1][C:2]1[C:10]([C:11]([OH:13])=[O:12])=[CH:9][CH:8]=[C:7]2[C:3]=1/[C:4](=[N:28]/[NH:27][C:25](=[O:26])[CH2:24][C:19]1[CH:20]=[CH:21][C:22]([OH:23])=[C:17]([Cl:16])[CH:18]=1)/[C:5](=[O:14])[NH:6]2. The yield is 0.660. (5) The reactants are C([NH:4][C:5]1[S:6][C:7]2[C:16]3[CH:15]=[CH:14][C:13]([C:17]([OH:19])=[O:18])=[CH:12][C:11]=3[NH:10][C:9](=[O:20])[C:8]=2[N:21]=1)(=O)C.Cl. The catalyst is O. The product is [NH2:4][C:5]1[S:6][C:7]2[C:16]3[CH:15]=[CH:14][C:13]([C:17]([OH:19])=[O:18])=[CH:12][C:11]=3[NH:10][C:9](=[O:20])[C:8]=2[N:21]=1. The yield is 0.860. (6) The reactants are [CH2:1]([O:8][CH2:9][Sn](CCCC)(CCCC)CCCC)[C:2]1[CH:7]=[CH:6][CH:5]=[CH:4][CH:3]=1.C([Li])CCC.[N:28]1[CH:33]=[C:32]([CH:34]2[CH2:39][CH2:38][CH2:37][N:35]2[CH3:36])[CH:31]=[CH:30][CH:29]=1.[C:40](Cl)(=[O:45])[C:41]([CH3:44])([CH3:43])[CH3:42].C(=O)=O.[NH4+].[Cl-]. The catalyst is C1COCC1. The product is [CH2:1]([O:8][CH2:9][CH:31]1[CH:30]=[CH:29][N:28]([C:40](=[O:45])[C:41]([CH3:44])([CH3:43])[CH3:42])[CH:33]=[C:32]1[CH:34]1[CH2:39][CH2:38][CH2:37][N:35]1[CH3:36])[C:2]1[CH:3]=[CH:4][CH:5]=[CH:6][CH:7]=1. The yield is 0.700.